Predict which catalyst facilitates the given reaction. From a dataset of Catalyst prediction with 721,799 reactions and 888 catalyst types from USPTO. (1) Reactant: [N+:1]([C:4]1[C:10]([OH:11])=[CH:9][CH:8]=[CH:7][C:5]=1[OH:6])([O-])=O. Product: [NH2:1][C:4]1[C:10]([OH:11])=[CH:9][CH:8]=[CH:7][C:5]=1[OH:6]. The catalyst class is: 19. (2) Reactant: [Cl:1][CH2:2][CH2:3][CH2:4][CH2:5][N:6]1[C:10]2[C:11](=O)[CH2:12][CH2:13][N:14]([CH3:18])[S:15](=[O:17])(=[O:16])[C:9]=2[CH:8]=[CH:7]1.Cl.[NH2:21][OH:22].C([O-])(=O)C.[Na+]. Product: [Cl:1][CH2:2][CH2:3][CH2:4][CH2:5][N:6]1[C:10]2[C:11](=[N:21][OH:22])[CH2:12][CH2:13][N:14]([CH3:18])[S:15](=[O:17])(=[O:16])[C:9]=2[CH:8]=[CH:7]1. The catalyst class is: 8. (3) Reactant: [F:1][C:2]1[CH:7]=[CH:6][C:5]([C:8]([F:11])([F:10])[F:9])=[CH:4][C:3]=1[NH:12][C:13]1[N:17]([CH3:18])[C:16]2[CH:19]=[CH:20][C:21]([O:23][C:24]3[CH:29]=[CH:28][N:27]=[C:26]([NH:30][C:31]([CH:33]4[CH2:38][CH2:37][N:36]([CH2:39][CH2:40][O:41]C)[CH2:35][CH2:34]4)=[O:32])[CH:25]=3)=[CH:22][C:15]=2[N:14]=1. Product: [F:1][C:2]1[CH:7]=[CH:6][C:5]([C:8]([F:10])([F:9])[F:11])=[CH:4][C:3]=1[NH:12][C:13]1[N:17]([CH3:18])[C:16]2[CH:19]=[CH:20][C:21]([O:23][C:24]3[CH:29]=[CH:28][N:27]=[C:26]([NH:30][C:31]([CH:33]4[CH2:34][CH2:35][N:36]([CH2:39][CH2:40][OH:41])[CH2:37][CH2:38]4)=[O:32])[CH:25]=3)=[CH:22][C:15]=2[N:14]=1. The catalyst class is: 2. (4) Reactant: Br[C:2]1[CH:7]=[CH:6][N:5]2[C:8](=[O:15])[N:9]([CH2:11][CH:12]([CH3:14])[CH3:13])[N:10]=[C:4]2[C:3]=1I.[Cl:17][C:18]1[CH:23]=[CH:22][C:21](B(O)O)=[CH:20][CH:19]=1.C([O-])([O-])=O.[K+].[K+]. Product: [Cl:17][C:18]1[CH:23]=[CH:22][C:21]([C:2]2[CH:7]=[CH:6][N:5]3[C:8](=[O:15])[N:9]([CH2:11][CH:12]([CH3:14])[CH3:13])[N:10]=[C:4]3[C:3]=2[C:21]2[CH:22]=[CH:23][C:18]([Cl:17])=[CH:19][CH:20]=2)=[CH:20][CH:19]=1. The catalyst class is: 70. (5) Reactant: [CH3:1][C:2]([O:5][C:6]([NH:8][C@@H:9]([C:18]([OH:20])=[O:19])[CH2:10][CH2:11][C:12]1[CH:17]=[CH:16][CH:15]=[CH:14][CH:13]=1)=[O:7])([CH3:4])[CH3:3].[NH2:21][CH2:22][C:23]([OH:25])=[O:24].C1CN([P+](ON2N=NC3C=CC=CC2=3)(N2CCCC2)N2CCCC2)CC1.F[P-](F)(F)(F)(F)F.CCN(C(C)C)C(C)C. Product: [CH3:4][C:2]([O:5][C:6]([NH:8][C@H:9]([C:18]([OH:20])=[O:19])[CH2:10][CH2:11][C:12]1[CH:13]=[CH:14][CH:15]=[CH:16][CH:17]=1)=[O:7])([CH3:1])[CH3:3].[NH2:21][CH2:22][C:23]([OH:25])=[O:24]. The catalyst class is: 3.